Dataset: Full USPTO retrosynthesis dataset with 1.9M reactions from patents (1976-2016). Task: Predict the reactants needed to synthesize the given product. (1) Given the product [Cl:36][C:21]1[C:22]([NH:24][C:25]2[C:34]([F:35])=[CH:33][CH:32]=[CH:31][C:26]=2[C:27]([NH:29][CH3:30])=[O:28])=[N:23][C:18]([NH:1][C:2]2[CH:3]=[CH:4][C:5]3[O:14][CH2:13][C:12](=[O:15])[C:11]4[N:7]([CH:8]=[CH:9][CH:10]=4)[C:6]=3[CH:16]=2)=[N:19][CH:20]=1, predict the reactants needed to synthesize it. The reactants are: [NH2:1][C:2]1[CH:3]=[CH:4][C:5]2[O:14][CH2:13][C:12](=[O:15])[C:11]3[N:7]([CH:8]=[CH:9][CH:10]=3)[C:6]=2[CH:16]=1.Cl[C:18]1[N:23]=[C:22]([NH:24][C:25]2[C:34]([F:35])=[CH:33][CH:32]=[CH:31][C:26]=2[C:27]([NH:29][CH3:30])=[O:28])[C:21]([Cl:36])=[CH:20][N:19]=1. (2) Given the product [CH3:1][C:2]1[CH:14]=[CH:13][C:12]2[N:11]([CH2:28][CH2:27][C:24]3[CH:25]=[N:26][C:21]([CH3:20])=[CH:22][CH:23]=3)[C:10]3[CH2:9][CH2:8][N:7]4[CH2:15][CH2:16][CH2:17][CH:6]4[C:5]=3[C:4]=2[CH:3]=1, predict the reactants needed to synthesize it. The reactants are: [CH3:1][C:2]1[CH:14]=[CH:13][C:12]2[NH:11][C:10]3[CH2:9][CH2:8][N:7]4[CH2:15][CH2:16][CH2:17][CH:6]4[C:5]=3[C:4]=2[CH:3]=1.[H-].[Na+].[CH3:20][C:21]1[N:26]=[CH:25][C:24]([CH2:27][CH2:28]OS(C2C=CC(C)=CC=2)(=O)=O)=[CH:23][CH:22]=1. (3) Given the product [CH3:1][C:2]([CH3:24])([CH2:17][C:18]1([CH3:23])[O:22][CH2:21][CH2:20][O:19]1)[CH2:3][N:4]1[C:16]2[C:15]3[CH:14]=[CH:13][CH:12]=[CH:11][C:10]=3[N+:9]([O-:33])=[CH:8][C:7]=2[N:6]=[CH:5]1, predict the reactants needed to synthesize it. The reactants are: [CH3:1][C:2]([CH3:24])([CH2:17][C:18]1([CH3:23])[O:22][CH2:21][CH2:20][O:19]1)[CH2:3][N:4]1[C:16]2[C:15]3[CH:14]=[CH:13][CH:12]=[CH:11][C:10]=3[N:9]=[CH:8][C:7]=2[N:6]=[CH:5]1.C1C=C(Cl)C=C(C(OO)=[O:33])C=1. (4) Given the product [Cl:1][C:2]1[CH:10]=[C:9]2[C:5]([C:6]([C:11]([OH:16])=[O:29])=[CH:7][N:8]2[CH2:24][CH:25]2[CH2:28][CH2:27][CH2:26]2)=[CH:4][CH:3]=1, predict the reactants needed to synthesize it. The reactants are: [Cl:1][C:2]1[CH:10]=[C:9]2[C:5]([C:6]([C:11](=[O:16])C(F)(F)F)=[CH:7][NH:8]2)=[CH:4][CH:3]=1.C(=O)([O-])[O-].[K+].[K+].Br[CH2:24][CH:25]1[CH2:28][CH2:27][CH2:26]1.[OH-:29].[Na+]. (5) Given the product [C:1]([O:5][C:6](=[O:30])[N:7]([C:19]1[CH:24]=[CH:23][C:22]([NH2:25])=[C:21]([CH2:28][NH2:29])[N:20]=1)[CH2:8][C:9]1[CH:14]=[CH:13][C:12]([O:15][CH3:16])=[CH:11][C:10]=1[O:17][CH3:18])([CH3:4])([CH3:2])[CH3:3], predict the reactants needed to synthesize it. The reactants are: [C:1]([O:5][C:6](=[O:30])[N:7]([C:19]1[CH:24]=[CH:23][C:22]([N+:25]([O-])=O)=[C:21]([C:28]#[N:29])[N:20]=1)[CH2:8][C:9]1[CH:14]=[CH:13][C:12]([O:15][CH3:16])=[CH:11][C:10]=1[O:17][CH3:18])([CH3:4])([CH3:3])[CH3:2].